Dataset: Full USPTO retrosynthesis dataset with 1.9M reactions from patents (1976-2016). Task: Predict the reactants needed to synthesize the given product. (1) Given the product [ClH:12].[Cl:12][C:48]1[CH:49]=[C:50]([OH:53])[CH:51]=[C:52]2[C:47]=1[C:46](=[O:60])[N:45]1[CH2:61][CH2:62][NH:42][CH2:43][C@H:44]12, predict the reactants needed to synthesize it. The reactants are: C(N(CC)C(=O)C1C=CC(Br)=CC=1[Cl:12])C.C(N(CC)C(=O)C1C=CC(Br)=CC=1OC(F)(F)F)C.C(OC([N:42]1[CH2:62][CH2:61][N:45]2[C:46](=[O:60])[C:47]3[C:52]([CH:44]2[CH2:43]1)=[CH:51][C:50]([O:53]C)=[CH:49][C:48]=3OC(F)(F)F)=O)(C)(C)C. (2) Given the product [C:18]([CH:15]1[CH2:14][CH2:13][N:12]([C:10]([C@H:9]([NH:8][C:3]([C:2]2[C:32]3[C:33](=[N:29][CH:27]=[C:26]([C:34]4[CH:36]=[N:42][N:41]([CH:38]5[CH2:39][CH2:40]5)[CH:37]=4)[N:25]=3)[NH:57][CH:55]=2)=[O:5])[C:20]([CH3:23])([CH3:22])[CH3:21])=[O:11])[CH2:17][CH2:16]1)#[N:19], predict the reactants needed to synthesize it. The reactants are: F[C:2](F)(F)[C:3]([OH:5])=O.[NH2:8][C@H:9]([C:20]([CH3:23])([CH3:22])[CH3:21])[C:10]([N:12]1[CH2:17][CH2:16][CH:15]([C:18]#[N:19])[CH2:14][CH2:13]1)=[O:11].Cl.[NH2:25][C@H:26]([C:34]([CH3:37])([CH3:36])C)[C:27]([N:29]1[CH2:33][CH2:32]CC1)=O.[CH:38]1([N:41]2C=C(B3OC(C)(C)C(C)(C)O3)C=[N:42]2)[CH2:40][CH2:39]1.[CH2:55]([N:57]1C=C(B2OC(C)(C)C(C)(C)O2)C=N1)C. (3) Given the product [CH3:21][O:20][C:19]1[C:13]2[CH:12]=[C:11]([C:8]3[N:6]4[N:7]=[C:2]([NH:79][C:78]5[CH:80]=[CH:81][C:82]([O:83][CH3:84])=[C:76]([O:75][CH3:74])[CH:77]=5)[CH:3]=[CH:4][C:5]4=[N:10][CH:9]=3)[S:15][C:14]=2[CH:16]=[C:17]([O:24][CH3:25])[C:18]=1[O:22][CH3:23], predict the reactants needed to synthesize it. The reactants are: Cl[C:2]1[CH:3]=[CH:4][C:5]2[N:6]([C:8]([C:11]3[S:15][C:14]4[CH:16]=[C:17]([O:24][CH3:25])[C:18]([O:22][CH3:23])=[C:19]([O:20][CH3:21])[C:13]=4[CH:12]=3)=[CH:9][N:10]=2)[N:7]=1.CC1(C)C2C(=C(P(C3C=CC=CC=3)C3C=CC=CC=3)C=CC=2)OC2C(P(C3C=CC=CC=3)C3C=CC=CC=3)=CC=CC1=2.C(=O)([O-])[O-].[K+].[K+].[CH3:74][O:75][C:76]1[CH:77]=[C:78]([CH:80]=[CH:81][C:82]=1[O:83][CH3:84])[NH2:79]. (4) Given the product [Cl:12][C:13]1[N:18]=[C:17]([N:19]2[C:23]([CH3:24])=[CH:22][C:21]([CH3:25])=[N:20]2)[N:16]=[C:15]([NH:26][C:1](=[O:4])[CH2:2][CH3:3])[CH:14]=1, predict the reactants needed to synthesize it. The reactants are: [C:1](Cl)(=[O:4])[CH2:2][CH3:3].N1C=CC=CC=1.[Cl:12][C:13]1[N:18]=[C:17]([N:19]2[C:23]([CH3:24])=[CH:22][C:21]([CH3:25])=[N:20]2)[N:16]=[C:15]([NH2:26])[CH:14]=1.C(=O)(O)[O-].[Na+].